This data is from Forward reaction prediction with 1.9M reactions from USPTO patents (1976-2016). The task is: Predict the product of the given reaction. (1) Given the reactants SC[C@H]([C@@H](CS)O)O.P([O-])(O)(O)=O.[K+].[CH2:15]([C:19]1[CH:30]=[C:29]([S:31][CH2:32][C:33]2[CH:38]=[CH:37][C:36]([C:39]3[CH:44]=[CH:43][C:42]([C:45]([F:48])([F:47])[F:46])=[CH:41][CH:40]=3)=[CH:35][CH:34]=2)[CH:28]=[CH:27][C:20]=1[O:21][CH2:22][C:23]([O:25]C)=[O:24])[CH2:16][CH2:17][CH3:18], predict the reaction product. The product is: [CH2:15]([C:19]1[CH:30]=[C:29]([S:31][CH2:32][C:33]2[CH:38]=[CH:37][C:36]([C:39]3[CH:40]=[CH:41][C:42]([C:45]([F:48])([F:46])[F:47])=[CH:43][CH:44]=3)=[CH:35][CH:34]=2)[CH:28]=[CH:27][C:20]=1[O:21][CH2:22][C:23]([OH:25])=[O:24])[CH2:16][CH2:17][CH3:18]. (2) Given the reactants [CH3:1][O:2][C:3](=[O:34])[CH2:4][C@H:5]1[C:9]2[CH:10]=[CH:11][C:12]([O:14][C@H:15]3[C:23]4[C:18](=[C:19]([O:25][C:26]5[CH:31]=[CH:30][C:29]([OH:32])=[CH:28][C:27]=5[F:33])[CH:20]=[CH:21][C:22]=4[F:24])[CH2:17][CH2:16]3)=[CH:13][C:8]=2[O:7][CH2:6]1.[O:35]1[CH2:40][CH2:39][CH:38](O)[CH2:37][CH2:36]1, predict the reaction product. The product is: [CH3:1][O:2][C:3](=[O:34])[CH2:4][C@H:5]1[C:9]2[CH:10]=[CH:11][C:12]([O:14][C@H:15]3[C:23]4[C:18](=[C:19]([O:25][C:26]5[CH:31]=[CH:30][C:29]([O:32][CH:38]6[CH2:39][CH2:40][O:35][CH2:36][CH2:37]6)=[CH:28][C:27]=5[F:33])[CH:20]=[CH:21][C:22]=4[F:24])[CH2:17][CH2:16]3)=[CH:13][C:8]=2[O:7][CH2:6]1. (3) Given the reactants I[C:2]1[CH:3]=[C:4]([C:10]([CH3:14])([CH3:13])[CH2:11][OH:12])[CH:5]=[CH:6][C:7]=1[O:8][CH3:9].C(Cl)Cl.CC([O-])=O.[K+].[B:23]1([B:23]2[O:27][C:26]([CH3:29])([CH3:28])[C:25]([CH3:31])([CH3:30])[O:24]2)[O:27][C:26]([CH3:29])([CH3:28])[C:25]([CH3:31])([CH3:30])[O:24]1, predict the reaction product. The product is: [CH3:9][O:8][C:7]1[CH:6]=[CH:5][C:4]([C:10]([CH3:14])([CH3:13])[CH2:11][OH:12])=[CH:3][C:2]=1[B:23]1[O:27][C:26]([CH3:29])([CH3:28])[C:25]([CH3:31])([CH3:30])[O:24]1. (4) Given the reactants [CH3:1][O:2][C:3]1[CH:25]=[CH:24][C:6]2[C:7]([CH2:10][O:11][C:12]3[CH:20]=[CH:19][CH:18]=[C:17]4[C:13]=3[CH:14]=[C:15]([C:21](O)=[O:22])[NH:16]4)=[CH:8][O:9][C:5]=2[CH:4]=1.[NH2:26][CH:27]1[CH2:32][CH2:31][C:30]([CH2:34][CH2:35][N:36]2[CH2:41][CH2:40][C@H:39]([OH:42])[C@@H:38]([CH3:43])[CH2:37]2)([OH:33])[CH2:29][CH2:28]1, predict the reaction product. The product is: [OH:33][C:30]1([CH2:34][CH2:35][N:36]2[CH2:41][CH2:40][C@H:39]([OH:42])[C@@H:38]([CH3:43])[CH2:37]2)[CH2:29][CH2:28][CH:27]([NH:26][C:21]([C:15]2[NH:16][C:17]3[C:13]([CH:14]=2)=[C:12]([O:11][CH2:10][C:7]2[C:6]4[CH:24]=[CH:25][C:3]([O:2][CH3:1])=[CH:4][C:5]=4[O:9][CH:8]=2)[CH:20]=[CH:19][CH:18]=3)=[O:22])[CH2:32][CH2:31]1. (5) Given the reactants [CH2:1]([N:8]([CH3:20])[C:9](=[O:19])[C:10]1[CH:15]=[CH:14][CH:13]=[C:12]([N+:16]([O-])=O)[CH:11]=1)[C:2]1[CH:7]=[CH:6][CH:5]=[CH:4][CH:3]=1, predict the reaction product. The product is: [NH2:16][C:12]1[CH:11]=[C:10]([CH:15]=[CH:14][CH:13]=1)[C:9]([N:8]([CH2:1][C:2]1[CH:3]=[CH:4][CH:5]=[CH:6][CH:7]=1)[CH3:20])=[O:19].